From a dataset of Catalyst prediction with 721,799 reactions and 888 catalyst types from USPTO. Predict which catalyst facilitates the given reaction. (1) Reactant: [CH3:1][C:2]1[CH:7]=[CH:6][C:5]([NH2:8])=[CH:4][C:3]=1[S:9]([N:12]1[CH2:17][CH2:16][O:15][CH2:14][CH2:13]1)(=[O:11])=[O:10].Cl.[N:19]#[C:20][NH2:21]. Product: [CH3:1][C:2]1[CH:7]=[CH:6][C:5]([NH:8][C:20]([NH2:21])=[NH:19])=[CH:4][C:3]=1[S:9]([N:12]1[CH2:17][CH2:16][O:15][CH2:14][CH2:13]1)(=[O:10])=[O:11]. The catalyst class is: 14. (2) Reactant: Cl.[F:2][C:3]([F:35])([F:34])[C:4]1[CH:5]=[C:6]([CH:27]=[C:28]([C:30]([F:33])([F:32])[F:31])[CH:29]=1)[CH2:7][O:8][CH2:9][CH:10]([C:21]1[CH:26]=[CH:25][CH:24]=[CH:23][CH:22]=1)[CH2:11][NH:12][C:13]([CH:15]1[CH2:20][CH2:19][NH:18][CH2:17][CH2:16]1)=[O:14].Br[CH2:37][C:38]([O:40][C:41]([CH3:44])([CH3:43])[CH3:42])=[O:39].C(=O)([O-])[O-].[K+].[K+].CN(C=O)C. Product: [F:35][C:3]([F:34])([F:2])[C:4]1[CH:5]=[C:6]([CH:27]=[C:28]([C:30]([F:32])([F:33])[F:31])[CH:29]=1)[CH2:7][O:8][CH2:9][CH:10]([C:21]1[CH:22]=[CH:23][CH:24]=[CH:25][CH:26]=1)[CH2:11][NH:12][C:13]([CH:15]1[CH2:20][CH2:19][N:18]([CH2:37][C:38]([O:40][C:41]([CH3:44])([CH3:43])[CH3:42])=[O:39])[CH2:17][CH2:16]1)=[O:14]. The catalyst class is: 6. (3) Reactant: S(C1C=CC(C)=CC=1)(O)(=O)=O.[CH2:12]([O:19][C:20](=[O:24])[C@H:21]([CH3:23])[NH2:22])[C:13]1[CH:18]=[CH:17][CH:16]=[CH:15][CH:14]=1.C(N(CC)CC)C.Br[CH2:33][CH2:34][O:35][CH2:36][CH2:37]Br.O. Product: [N:22]1([C@@H:21]([CH3:23])[C:20]([O:19][CH2:12][C:13]2[CH:18]=[CH:17][CH:16]=[CH:15][CH:14]=2)=[O:24])[CH2:37][CH2:36][O:35][CH2:34][CH2:33]1. The catalyst class is: 148. (4) Reactant: [C:1]([O:5][C:6](=[O:22])[NH:7][C@@H:8]1[C:14](=[O:15])[NH:13][C:12]2[CH:16]=[CH:17][C:18]([C:20]#[N:21])=[CH:19][C:11]=2[CH2:10][CH2:9]1)([CH3:4])([CH3:3])[CH3:2].[N-:23]=[N+:24]=[N-:25].[Na+].[Cl-].[NH4+]. Product: [C:1]([O:5][C:6](=[O:22])[NH:7][C@@H:8]1[C:14](=[O:15])[NH:13][C:12]2[CH:16]=[CH:17][C:18]([C:20]3[NH:25][N:24]=[N:23][N:21]=3)=[CH:19][C:11]=2[CH2:10][CH2:9]1)([CH3:4])([CH3:2])[CH3:3]. The catalyst class is: 3.